From a dataset of Forward reaction prediction with 1.9M reactions from USPTO patents (1976-2016). Predict the product of the given reaction. (1) Given the reactants [Cl:1][C:2]1[N:6]([CH3:7])[N:5]=[C:4]([C:8]2[CH:13]=[CH:12][CH:11]=[CH:10][N:9]=2)[C:3]=1[CH:14]=[O:15].[Cl:16][C:17]1[CH:22]=[CH:21][C:20]([Mg]Br)=[C:19]([CH3:25])[CH:18]=1.[NH4+].[Cl-], predict the reaction product. The product is: [Cl:1][C:2]1[N:6]([CH3:7])[N:5]=[C:4]([C:8]2[CH:13]=[CH:12][CH:11]=[CH:10][N:9]=2)[C:3]=1[CH:14]([C:20]1[CH:21]=[CH:22][C:17]([Cl:16])=[CH:18][C:19]=1[CH3:25])[OH:15]. (2) Given the reactants [CH2:1]([C:8]1[N:9]=[N:10][C:11]2[C:16]([C:17]=1[C:18]1[CH:19]=[C:20]([NH2:24])[CH:21]=[CH:22][CH:23]=1)=[CH:15][CH:14]=[CH:13][C:12]=2[Cl:25])[C:2]1[CH:7]=[CH:6][CH:5]=[CH:4]C=1.[CH3:26][C:27]1[C:28]2[CH:37]=[CH:36][CH:35]=[CH:34][C:29]=2[S:30][C:31]=1[CH:32]=O, predict the reaction product. The product is: [Cl:25][C:12]1[CH:13]=[CH:14][CH:15]=[C:16]2[C:11]=1[N:10]=[N:9][C:8]([C:1]1[CH:4]=[CH:5][CH:6]=[CH:7][CH:2]=1)=[C:17]2[C:18]1[CH:19]=[C:20]([NH:24][CH2:32][C:31]2[S:30][C:29]3[CH:34]=[CH:35][CH:36]=[CH:37][C:28]=3[C:27]=2[CH3:26])[CH:21]=[CH:22][CH:23]=1. (3) Given the reactants Br[C:2]1[N:7]=[CH:6][C:5]([C:8]([N:10]2[CH2:15][CH2:14][N:13]([C:16]3[C:21]([CH3:22])=[CH:20][C:19]([CH3:23])=[CH:18][N:17]=3)[CH2:12][CH2:11]2)=[O:9])=[CH:4][CH:3]=1.[CH3:24][N:25]1[C:29](=[O:30])[CH2:28][NH:27][C:26]1=[O:31], predict the reaction product. The product is: [CH3:22][C:21]1[C:16]([N:13]2[CH2:14][CH2:15][N:10]([C:8]([C:5]3[CH:4]=[CH:3][C:2]([N:27]4[CH2:28][C:29](=[O:30])[N:25]([CH3:24])[C:26]4=[O:31])=[N:7][CH:6]=3)=[O:9])[CH2:11][CH2:12]2)=[N:17][CH:18]=[C:19]([CH3:23])[CH:20]=1.